From a dataset of Reaction yield outcomes from USPTO patents with 853,638 reactions. Predict the reaction yield, written as a fraction of the theoretical maximum amount of product (1.0 means a 100% yield; for example, 0.34 means a 34% yield). (1) The reactants are [C:1]([O:5][C:6]([NH:8][CH:9]([CH2:14][C:15]1[CH:20]=[CH:19][CH:18]=[C:17]([OH:21])[CH:16]=1)[C:10]([O:12]C)=[O:11])=[O:7])([CH3:4])([CH3:3])[CH3:2].O.[OH-].[Li+]. The catalyst is CO.O. The product is [C:1]([O:5][C:6]([NH:8][CH:9]([CH2:14][C:15]1[CH:20]=[CH:19][CH:18]=[C:17]([OH:21])[CH:16]=1)[C:10]([OH:12])=[O:11])=[O:7])([CH3:4])([CH3:2])[CH3:3]. The yield is 1.00. (2) The reactants are [C:1]([O:5][C:6]([N:8]1[CH2:12][CH2:11][CH2:10][C@H:9]1[C:13]([NH:15][C:16]1[CH:17]=[C:18]([CH:32]2[N:36]([C:37]3[CH:42]=[CH:41][C:40]([C:43]([CH3:46])([CH3:45])[CH3:44])=[CH:39][CH:38]=3)[CH:35]([C:47]3[CH:52]=[CH:51][C:50]([NH:53][C:54]([C@@H:56]4[CH2:60][CH2:59][CH2:58][N:57]4[C:61]([O:63][C:64]([CH3:67])([CH3:66])[CH3:65])=[O:62])=[O:55])=[CH:49][CH:48]=3)[CH2:34][CH2:33]2)[CH:19]=[CH:20][C:21]=1[NH:22]CC1C=CC(OC)=CC=1)=[O:14])=[O:7])([CH3:4])([CH3:3])[CH3:2].ClC1C(=O)C(C#N)=C(C#N)C(=O)C=1Cl. The catalyst is C(Cl)Cl.O. The product is [NH2:22][C:21]1[CH:20]=[CH:19][C:18]([CH:32]2[N:36]([C:37]3[CH:38]=[CH:39][C:40]([C:43]([CH3:45])([CH3:44])[CH3:46])=[CH:41][CH:42]=3)[CH:35]([C:47]3[CH:48]=[CH:49][C:50]([NH:53][C:54]([C@@H:56]4[CH2:60][CH2:59][CH2:58][N:57]4[C:61]([O:63][C:64]([CH3:67])([CH3:66])[CH3:65])=[O:62])=[O:55])=[CH:51][CH:52]=3)[CH2:34][CH2:33]2)=[CH:17][C:16]=1[NH:15][C:13]([C@@H:9]1[CH2:10][CH2:11][CH2:12][N:8]1[C:6]([O:5][C:1]([CH3:4])([CH3:3])[CH3:2])=[O:7])=[O:14]. The yield is 0.570. (3) The reactants are Cl[C:2]1[CH:8]=[C:7]([S:9]([CH3:12])(=[O:11])=[O:10])[CH:6]=[C:5]([I:13])[C:3]=1[NH2:4].[F:14]C1C=C(S(C)(=O)=O)C=CC=1N.[B-](F)(F)(F)F.C1C=CN=CC=1.C1C=CN=CC=1.[IH2+].FC(F)(F)S(O)(=O)=O. The catalyst is ClCCl.O. The product is [F:14][C:2]1[CH:8]=[C:7]([S:9]([CH3:12])(=[O:11])=[O:10])[CH:6]=[C:5]([I:13])[C:3]=1[NH2:4]. The yield is 0.490. (4) The reactants are [Cl:1][C:2]1[N:3]=[C:4]2[CH:12]=[CH:11][CH:10]=[N:9][C:5]2=[N:6][C:7]=1Cl.[CH3:13][N:14]1[CH2:19][CH2:18][NH:17][CH2:16][CH2:15]1.[NH4+].[Cl-]. The catalyst is CN(C=O)C. The product is [Cl:1][C:2]1[N:3]=[C:4]2[CH:12]=[CH:11][CH:10]=[N:9][C:5]2=[N:6][C:7]=1[N:17]1[CH2:18][CH2:19][N:14]([CH3:13])[CH2:15][CH2:16]1. The yield is 0.670. (5) The reactants are [CH2:1]([C:3]1[S:7][C:6]([C:8]([OH:10])=O)=[CH:5][C:4]=1[C:11]1[N:15]([CH3:16])[N:14]=[CH:13][C:12]=1[CH2:17][CH3:18])[CH3:2].[NH2:19][C@@H:20]([CH2:33][C:34]1[CH:39]=[CH:38][CH:37]=[CH:36][C:35]=1[C:40]([F:43])([F:42])[F:41])[CH2:21][N:22]1[C:30](=[O:31])[C:29]2[C:24](=[CH:25][CH:26]=[CH:27][CH:28]=2)[C:23]1=[O:32].C(N(CC)C(C)C)(C)C.F[P-](F)(F)(F)(F)F.Br[P+](N1CCCC1)(N1CCCC1)N1CCCC1. The catalyst is ClCCl. The product is [O:31]=[C:30]1[C:29]2[C:24](=[CH:25][CH:26]=[CH:27][CH:28]=2)[C:23](=[O:32])[N:22]1[CH2:21][C@@H:20]([NH:19][C:8]([C:6]1[S:7][C:3]([CH2:1][CH3:2])=[C:4]([C:11]2[N:15]([CH3:16])[N:14]=[CH:13][C:12]=2[CH2:17][CH3:18])[CH:5]=1)=[O:10])[CH2:33][C:34]1[CH:39]=[CH:38][CH:37]=[CH:36][C:35]=1[C:40]([F:42])([F:41])[F:43]. The yield is 0.570. (6) The reactants are [CH:1]1([C:4]([NH:6][C:7]2[N:8]=[C:9]3[CH:14]=[CH:13][C:12]([S:15][C:16]4[CH:24]=[CH:23][CH:22]=[CH:21][C:17]=4[C:18](O)=[O:19])=[N:11][N:10]3[CH:25]=2)=[O:5])[CH2:3][CH2:2]1.CN.O1CCCC1.F[P-](F)(F)(F)(F)F.[N:40]1(OC(N(C)C)=[N+](C)C)[C:44]2N=CC=CC=2N=N1. The catalyst is CN(C)C=O. The product is [CH:1]1([C:4]([NH:6][C:7]2[N:8]=[C:9]3[CH:14]=[CH:13][C:12]([S:15][C:16]4[CH:24]=[CH:23][CH:22]=[CH:21][C:17]=4[C:18]([NH:40][CH3:44])=[O:19])=[N:11][N:10]3[CH:25]=2)=[O:5])[CH2:2][CH2:3]1. The yield is 0.410. (7) The reactants are [F:1][C:2]([F:25])([F:24])[C:3]1[CH:4]=[C:5]([NH:13][C:14](=[O:23])[C:15]2[CH:20]=[C:19]([I:21])[CH:18]=[CH:17][C:16]=2[OH:22])[CH:6]=[C:7]([C:9]([F:12])([F:11])[F:10])[CH:8]=1.[CH3:26][O:27][CH2:28]Cl.C(=O)([O-])[O-].[K+].[K+].Cl. The catalyst is CC(C)=O. The product is [F:25][C:2]([F:1])([F:24])[C:3]1[CH:4]=[C:5]([NH:13][C:14](=[O:23])[C:15]2[CH:20]=[C:19]([I:21])[CH:18]=[CH:17][C:16]=2[O:22][CH2:26][O:27][CH3:28])[CH:6]=[C:7]([C:9]([F:10])([F:11])[F:12])[CH:8]=1. The yield is 0.763. (8) The reactants are [Cl:1][C:2]1[C:3](F)=[C:4]([I:13])[C:5]([O:11][CH3:12])=[C:6]([C:8](=[O:10])[CH3:9])[CH:7]=1.[C-:15]#[N:16].[K+].C(=O)(O)[O-].[Na+].O. The product is [C:8]([C:6]1[CH:7]=[C:2]([Cl:1])[C:3]([C:15]#[N:16])=[C:4]([I:13])[C:5]=1[O:11][CH3:12])(=[O:10])[CH3:9]. The yield is 0.610. The catalyst is CN(C)C=O.C(OCC)(=O)C. (9) The reactants are [CH2:1]([N:8]1[C:16]2[C:11](=[C:12]([O:17]CC3C=CC=CC=3)[CH:13]=[CH:14][CH:15]=2)[CH:10]=[C:9]1[CH3:25])[C:2]1[CH:7]=[CH:6][CH:5]=[CH:4][CH:3]=1.C(OCC)(=O)C. The catalyst is [Pd].[Hg].CO. The product is [CH2:1]([N:8]1[C:16]2[CH:15]=[CH:14][CH:13]=[C:12]([OH:17])[C:11]=2[CH:10]=[C:9]1[CH3:25])[C:2]1[CH:3]=[CH:4][CH:5]=[CH:6][CH:7]=1. The yield is 0.490.